This data is from Catalyst prediction with 721,799 reactions and 888 catalyst types from USPTO. The task is: Predict which catalyst facilitates the given reaction. (1) Reactant: C([C:4]1[CH:9]=[C:8]([O:10][C:11]2[CH:12]=[CH:13][C:14]([NH:17][C:18]([C:20]3[C:21](=[O:35])[N:22]([C:29]4[CH:34]=[CH:33][CH:32]=[CH:31][CH:30]=4)[N:23]4[CH2:28][CH2:27][O:26][CH2:25][C:24]=34)=[O:19])=[N:15][CH:16]=2)[CH:7]=[CH:6][N:5]=1)(=O)N.CCO.CC#[N:41].C(OI(C1C=CC=CC=1)OC(=O)C)(=O)C. Product: [NH2:41][C:4]1[CH:9]=[C:8]([O:10][C:11]2[CH:12]=[CH:13][C:14]([NH:17][C:18]([C:20]3[C:21](=[O:35])[N:22]([C:29]4[CH:30]=[CH:31][CH:32]=[CH:33][CH:34]=4)[N:23]4[CH2:28][CH2:27][O:26][CH2:25][C:24]=34)=[O:19])=[N:15][CH:16]=2)[CH:7]=[CH:6][N:5]=1. The catalyst class is: 6. (2) Reactant: [F:1][C:2]([F:32])([F:31])[C:3]1[CH:8]=[CH:7][C:6]([C:9]2[C:10]([C:15]([NH:17][C:18]3[CH:27]=[C:26]4[C:21]([CH:22]=[C:23]([C:28]([OH:30])=O)[CH:24]=[N:25]4)=[CH:20][CH:19]=3)=[O:16])=[CH:11][CH:12]=[CH:13][CH:14]=2)=[CH:5][CH:4]=1.[NH2:33][C:34]([C:37]1[CH:42]=[CH:41][CH:40]=[CH:39][CH:38]=1)([CH3:36])[CH3:35].Cl.CN(C)CCCN=C=NCC.ON1C2C=CC=CC=2N=N1.C(N(CC)CC)C. Product: [CH3:35][C:34]([NH:33][C:28]([C:23]1[CH:24]=[N:25][C:26]2[C:21]([CH:22]=1)=[CH:20][CH:19]=[C:18]([NH:17][C:15]([C:10]1[C:9]([C:6]3[CH:7]=[CH:8][C:3]([C:2]([F:1])([F:31])[F:32])=[CH:4][CH:5]=3)=[CH:14][CH:13]=[CH:12][CH:11]=1)=[O:16])[CH:27]=2)=[O:30])([C:37]1[CH:42]=[CH:41][CH:40]=[CH:39][CH:38]=1)[CH3:36]. The catalyst class is: 4.